This data is from Peptide-MHC class I binding affinity with 185,985 pairs from IEDB/IMGT. The task is: Regression. Given a peptide amino acid sequence and an MHC pseudo amino acid sequence, predict their binding affinity value. This is MHC class I binding data. The peptide sequence is RYSNFAWYF. The MHC is HLA-A69:01 with pseudo-sequence HLA-A69:01. The binding affinity (normalized) is 0.0847.